This data is from Forward reaction prediction with 1.9M reactions from USPTO patents (1976-2016). The task is: Predict the product of the given reaction. (1) Given the reactants [C:1]([O:5][C:6]([N:8]1[CH2:13][CH2:12][NH:11][CH2:10][CH2:9]1)=[O:7])([CH3:4])([CH3:3])[CH3:2].F[C:15]1[CH:22]=[CH:21][C:20]([N+:23]([O-:25])=[O:24])=[CH:19][C:16]=1[C:17]#[N:18].C(=O)([O-])[O-].[K+].[K+], predict the reaction product. The product is: [C:1]([O:5][C:6]([N:8]1[CH2:13][CH2:12][N:11]([C:15]2[CH:22]=[CH:21][C:20]([N+:23]([O-:25])=[O:24])=[CH:19][C:16]=2[C:17]#[N:18])[CH2:10][CH2:9]1)=[O:7])([CH3:4])([CH3:2])[CH3:3]. (2) Given the reactants [H-].[Na+].[CH3:3][O:4][C:5]1[CH:10]=[CH:9][C:8]([C:11]2[C:12](=[O:20])[NH:13][C:14]3([CH2:19][CH2:18][CH2:17][CH2:16]3)[N:15]=2)=[CH:7][CH:6]=1.Br[CH2:22][C:23]([NH:25][C:26]1[CH:31]=[C:30]([F:32])[CH:29]=[C:28]([F:33])[CH:27]=1)=[O:24], predict the reaction product. The product is: [F:32][C:30]1[CH:31]=[C:26]([NH:25][C:23](=[O:24])[CH2:22][N:13]2[C:14]3([CH2:19][CH2:18][CH2:17][CH2:16]3)[N:15]=[C:11]([C:8]3[CH:7]=[CH:6][C:5]([O:4][CH3:3])=[CH:10][CH:9]=3)[C:12]2=[O:20])[CH:27]=[C:28]([F:33])[CH:29]=1. (3) Given the reactants [N:1]1([C:7]2[N:11]3[CH:12]=[CH:13][CH:14]=[CH:15][C:10]3=[C:9]([C:16]([O:18]C)=[O:17])[N:8]=2)[CH2:6][CH2:5][O:4][CH2:3][CH2:2]1.[OH-].[Na+].O.Cl, predict the reaction product. The product is: [N:1]1([C:7]2[N:11]3[CH:12]=[CH:13][CH:14]=[CH:15][C:10]3=[C:9]([C:16]([OH:18])=[O:17])[N:8]=2)[CH2:6][CH2:5][O:4][CH2:3][CH2:2]1. (4) Given the reactants Cl.[F:2][C:3]([F:14])([F:13])[C:4]1[C:9]([C:10](N)=[O:11])=[CH:8][N:7]=[CH:6][CH:5]=1.C(=O)([O-])[O-:16].[Na+].[Na+], predict the reaction product. The product is: [F:2][C:3]([F:14])([F:13])[C:4]1[C:9]([C:10]([OH:16])=[O:11])=[CH:8][N:7]=[CH:6][CH:5]=1. (5) Given the reactants [C:1]([NH2:5])(=[O:4])C=C.[C:6](O)(=O)C=C.[Na+].[Na+].[Na+].[Na+].C(N(CC([O-])=O)CC([O-])=O)CN(CC([O-])=O)CC([O-])=O.[OH-].[Na+].CCCCCCCC/C=C\CC[CH2:49][CH2:50][CH2:51][CH2:52][CH2:53][C:54]([O:56]C[C@@H](O)[C@H]1OC[C@H](O)[C@H]1O)=[O:55], predict the reaction product. The product is: [CH3:49][CH2:50][CH:51]([C:1]([NH2:5])=[O:4])[CH2:52][CH:53]([C:54]([OH:56])=[O:55])[CH3:6]. (6) Given the reactants [CH2:1]([N:8]1[C@@H:13]2[C@H:14](S(C3C=CC=CC=3)(=O)=O)[CH2:15][C@@:9]1([C:26]1[CH:31]=[CH:30][C:29]([F:32])=[CH:28][CH:27]=1)[C@H:10]([OH:25])[CH2:11][CH2:12]2)[C:2]1[CH:7]=[CH:6][CH:5]=[CH:4][CH:3]=1.[C-]1C2C(=CC=CC=2)C=CC=1.[Li+], predict the reaction product. The product is: [CH2:1]([N:8]1[C@@H:13]2[CH2:14][CH2:15][C@@:9]1([C:26]1[CH:27]=[CH:28][C:29]([F:32])=[CH:30][CH:31]=1)[C@H:10]([OH:25])[CH2:11][CH2:12]2)[C:2]1[CH:3]=[CH:4][CH:5]=[CH:6][CH:7]=1.